From a dataset of Experimentally validated miRNA-target interactions with 360,000+ pairs, plus equal number of negative samples. Binary Classification. Given a miRNA mature sequence and a target amino acid sequence, predict their likelihood of interaction. (1) The miRNA is hsa-miR-23a-5p with sequence GGGGUUCCUGGGGAUGGGAUUU. The protein sequence of the target gene is MTILGTTFGMVFSLLQVVSGESGYAQNGDLEDAELDDYSFSCYSQLEVNGSQHSLTCAFEDPDVNITNLEFEICGALVEVKCLNFRKLQEIYFIETKKFLLIGKSNICVKVGEKSLTCKKIDLTTIVKPEAPFDLSVVYREGANDFVVTFNTSHLQKKYVKVLMHDVAYRQEKDENKWTHVNLSSTKLTLLQRKLQPAAMYEIKVRSIPDHYFKGFWSEWSPSYYFRTPEINNSSGEMDPILLTISILSFFSVALLVILACVLWKKRIKPIVWPSLPDHKKTLEHLCKKPRKNLNVSFNP.... Result: 0 (no interaction). (2) The miRNA is hsa-miR-6879-3p with sequence UGUCACCCGCUCCUUGCCCAG. The protein sequence of the target gene is MAALVEPLGLERDVSRAVELLERLQRSGELPPQKLQALQRVLQSRFCSAIREVYEQLYDTLDITGSAEIRAHATAKATVAAFTASEGHAHPRVVELPKTDEGLGFNIMGGKEQNSPIYISRVIPGGVADRHGGLKRGDQLLSVNGVSVEGEQHEKAVELLKAAQGSVKLVVRYTPRVLEEMEARFEKMRSARRRQQHQSYSSLESRG. Result: 0 (no interaction).